Dataset: Reaction yield outcomes from USPTO patents with 853,638 reactions. Task: Predict the reaction yield, written as a fraction of the theoretical maximum amount of product (1.0 means a 100% yield; for example, 0.34 means a 34% yield). (1) The reactants are Br[C:2]1[CH:7]=[C:6]([O:8][CH2:9][CH3:10])[CH:5]=[C:4]([CH3:11])[N:3]=1.[N:12]1([C:18]([O:20][C:21]([CH3:24])([CH3:23])[CH3:22])=[O:19])[CH2:17][CH2:16][NH:15][CH2:14][CH2:13]1.CC(C)([O-])C.[Na+].C1C=CC(P(C2C(C3C(P(C4C=CC=CC=4)C4C=CC=CC=4)=CC=C4C=3C=CC=C4)=C3C(C=CC=C3)=CC=2)C2C=CC=CC=2)=CC=1. The catalyst is C1COCC1.C(OCC)(=O)C.C1C=CC(/C=C/C(/C=C/C2C=CC=CC=2)=O)=CC=1.C1C=CC(/C=C/C(/C=C/C2C=CC=CC=2)=O)=CC=1.C1C=CC(/C=C/C(/C=C/C2C=CC=CC=2)=O)=CC=1.[Pd].[Pd]. The product is [CH2:9]([O:8][C:6]1[CH:5]=[C:4]([CH3:11])[N:3]=[C:2]([N:15]2[CH2:14][CH2:13][N:12]([C:18]([O:20][C:21]([CH3:24])([CH3:23])[CH3:22])=[O:19])[CH2:17][CH2:16]2)[CH:7]=1)[CH3:10]. The yield is 0.880. (2) The reactants are [CH:1]1([N:6]2[C:11]3[N:12]=[C:13]([S:16][CH3:17])[N:14]=[CH:15][C:10]=3[CH:9]=[C:8]([F:18])[C:7]2=[O:19])[CH2:5][CH2:4][CH2:3][CH2:2]1.C1(S(N2C(C3C=CC=CC=3)O2)(=O)=[O:27])C=CC=CC=1. The catalyst is ClCCl. The product is [CH:1]1([N:6]2[C:11]3[N:12]=[C:13]([S:16]([CH3:17])=[O:27])[N:14]=[CH:15][C:10]=3[CH:9]=[C:8]([F:18])[C:7]2=[O:19])[CH2:2][CH2:3][CH2:4][CH2:5]1. The yield is 0.796.